From a dataset of hERG Central: cardiac toxicity at 1µM, 10µM, and general inhibition. Predict hERG channel inhibition at various concentrations. (1) The drug is Cc1ccc2c(c1)[C@@H]1CN(C)CC[C@@H]1N2S(=O)(=O)c1ccc([N+](=O)[O-])cc1.Cl. Results: hERG_inhib (hERG inhibition (general)): blocker. (2) The molecule is COc1ccc(CCC(C)NCCc2ccc(Cl)cc2Cl)cc1. Results: hERG_inhib (hERG inhibition (general)): blocker. (3) The drug is Cc1ccc(S(=O)(=O)N2CCN(c3nccnc3C#N)CC2)cc1. Results: hERG_inhib (hERG inhibition (general)): blocker. (4) The compound is Clc1ccc(C(c2ccc(Cl)cc2)n2cc[n+](CC(OCc3ccc(Cl)cc3Cl)c3ccc(Cl)cc3Cl)c2)cc1.[Cl-]. Results: hERG_inhib (hERG inhibition (general)): blocker. (5) The drug is COc1ccc(CNCC(O)COc2ccc(C)cc2[N+](=O)[O-])cc1. Results: hERG_inhib (hERG inhibition (general)): blocker. (6) The molecule is Cc1nc2ccccc2n1C1CCN(Cc2nnnn2CCc2ccccc2)CC1.Cl. Results: hERG_inhib (hERG inhibition (general)): blocker.